This data is from Full USPTO retrosynthesis dataset with 1.9M reactions from patents (1976-2016). The task is: Predict the reactants needed to synthesize the given product. (1) Given the product [F:40][C:35]1[CH:36]=[CH:37][CH:38]=[CH:39][C:34]=1[S:31]([CH:15]([NH:16][CH2:17][C:18]1[CH:23]=[CH:22][C:21]([C:24]([CH3:29])([CH3:30])[CH2:25][CH2:26][CH2:27][CH3:28])=[CH:20][CH:19]=1)[C:11]1[N:10]=[C:9]([NH:8][CH2:41][C:42]([OH:44])=[O:43])[CH:14]=[CH:13][CH:12]=1)(=[O:33])=[O:32], predict the reactants needed to synthesize it. The reactants are: C(OC([N:8]([CH2:41][C:42]([O:44]C(C)(C)C)=[O:43])[C:9]1[CH:14]=[CH:13][CH:12]=[C:11]([CH:15]([S:31]([C:34]2[CH:39]=[CH:38][CH:37]=[CH:36][C:35]=2[F:40])(=[O:33])=[O:32])[NH:16][CH2:17][C:18]2[CH:23]=[CH:22][C:21]([C:24]([CH3:30])([CH3:29])[CH2:25][CH2:26][CH2:27][CH3:28])=[CH:20][CH:19]=2)[N:10]=1)=O)(C)(C)C.FC(F)(F)C(O)=O. (2) Given the product [C:1]([NH:5][S:6]([C:9]1[S:10][C:11]([Cl:14])=[CH:12][C:13]=1[NH2:25])(=[O:7])=[O:8])([CH3:4])([CH3:2])[CH3:3], predict the reactants needed to synthesize it. The reactants are: [C:1]([NH:5][S:6]([C:9]1[S:10][C:11]([Cl:14])=[CH:12][CH:13]=1)(=[O:8])=[O:7])([CH3:4])([CH3:3])[CH3:2].CC1C=CC(S([N:25]=[N+]=[N-])(=O)=O)=CC=1.[BH4-].[Na+].O. (3) The reactants are: [NH2:1][C@H:2]([C:13]([NH:15][CH2:16][C:17]1[CH:22]=[CH:21][CH:20]=[CH:19][CH:18]=1)=[O:14])[CH2:3][C:4]1[C:12]2[C:7](=[CH:8][CH:9]=[CH:10][CH:11]=2)[NH:6][CH:5]=1.[NH:23]([C:51]([O:53][C:54]([CH3:57])([CH3:56])[CH3:55])=[O:52])[C@H:24]([C:40]([NH:42][C@H:43]([C:48](O)=[O:49])[CH2:44][C:45](=[O:47])[NH2:46])=[O:41])[CH2:25][C:26]1[CH:31]=[CH:30][C:29]([O:32][CH2:33][C:34]2[CH:39]=[CH:38][CH:37]=[CH:36][CH:35]=2)=[CH:28][CH:27]=1.C(Cl)CCl.C1C=CC2N(O)N=NC=2C=1. Given the product [NH:23]([C:51]([O:53][C:54]([CH3:57])([CH3:56])[CH3:55])=[O:52])[C@H:24]([C:40]([NH:42][C@H:43]([C:48]([NH:1][C@H:2]([C:13]([NH:15][CH2:16][C:17]1[CH:22]=[CH:21][CH:20]=[CH:19][CH:18]=1)=[O:14])[CH2:3][C:4]1[C:12]2[C:7](=[CH:8][CH:9]=[CH:10][CH:11]=2)[NH:6][CH:5]=1)=[O:49])[CH2:44][C:45](=[O:47])[NH2:46])=[O:41])[CH2:25][C:26]1[CH:31]=[CH:30][C:29]([O:32][CH2:33][C:34]2[CH:39]=[CH:38][CH:37]=[CH:36][CH:35]=2)=[CH:28][CH:27]=1, predict the reactants needed to synthesize it. (4) Given the product [CH:26]1([NH:29][C:2]2[C:3]3[S:10][CH:9]=[C:8]([C:11]([NH:13][C:14]4[C:19]([F:20])=[C:18]([O:21][CH3:22])[CH:17]=[C:16]([O:23][CH3:24])[C:15]=4[F:25])=[O:12])[C:4]=3[N:5]=[CH:6][N:7]=2)[CH2:28][CH2:27]1, predict the reactants needed to synthesize it. The reactants are: Cl[C:2]1[C:3]2[S:10][CH:9]=[C:8]([C:11]([NH:13][C:14]3[C:19]([F:20])=[C:18]([O:21][CH3:22])[CH:17]=[C:16]([O:23][CH3:24])[C:15]=3[F:25])=[O:12])[C:4]=2[N:5]=[CH:6][N:7]=1.[CH:26]1([NH2:29])[CH2:28][CH2:27]1. (5) Given the product [CH:1]1([N:7]([CH2:23][CH2:24][NH:25][CH2:26][CH2:27][CH2:52][N:53]2[CH2:48][CH2:49][CH2:44][CH2:45]2)[C:8](=[O:22])[CH2:9][CH2:10][NH:11][CH2:12][CH2:13][C:14]2[CH:19]=[CH:18][C:17]([Cl:20])=[C:16]([Cl:21])[CH:15]=2)[CH2:6][CH2:5][CH2:4][CH2:3][CH2:2]1, predict the reactants needed to synthesize it. The reactants are: [CH:1]1([N:7]([CH2:23][CH2:24][NH:25][CH2:26][C@@H:27](O)C2C3OCC(=O)NC=3C=CC=2)[C:8](=[O:22])[CH2:9][CH2:10][NH:11][CH2:12][CH2:13][C:14]2[CH:19]=[CH:18][C:17]([Cl:20])=[C:16]([Cl:21])[CH:15]=2)[CH2:6][CH2:5][CH2:4][CH2:3][CH2:2]1.NC[C@H]([C:44]1[C:49]2OC[C:52](=O)[NH:53][C:48]=2C=C[CH:45]=1)O. (6) Given the product [CH:1]1([N:4]([CH2:39][C:40]2[CH:41]=[C:42]([CH:43]=[C:44]([CH2:46][CH2:47][CH2:48][O:49][CH3:50])[CH:45]=2)[O:51][CH2:52][C@@H:53]2[CH2:55][C@H:54]2[C:56]([O:58][CH2:59][CH3:60])=[O:57])[C:5]([C@@H:7]2[C@@H:12]([C:13]3[CH:14]=[CH:15][C:16]([O:19][CH2:20][CH2:21][O:22][C:23]4[C:28]([Cl:29])=[CH:27][C:26]([CH3:30])=[CH:25][C:24]=4[Cl:31])=[CH:17][CH:18]=3)[CH2:11][CH2:10][NH:9][CH2:8]2)=[O:6])[CH2:3][CH2:2]1, predict the reactants needed to synthesize it. The reactants are: [CH:1]1([N:4]([CH2:39][C:40]2[CH:45]=[C:44]([CH2:46][CH2:47][CH2:48][O:49][CH3:50])[CH:43]=[C:42]([O:51][CH2:52][C@@H:53]3[CH2:55][C@H:54]3[C:56]([O:58][CH2:59][CH3:60])=[O:57])[CH:41]=2)[C:5]([C@@H:7]2[C@@H:12]([C:13]3[CH:18]=[CH:17][C:16]([O:19][CH2:20][CH2:21][O:22][C:23]4[C:28]([Cl:29])=[CH:27][C:26]([CH3:30])=[CH:25][C:24]=4[Cl:31])=[CH:15][CH:14]=3)[CH2:11][CH2:10][N:9](C(OC(C)(C)C)=O)[CH2:8]2)=[O:6])[CH2:3][CH2:2]1.Cl.O1CCOCC1. (7) Given the product [CH3:22][O:23][C:24]1[CH:25]=[C:26]2[C:31](=[C:32]([O:34][CH2:2][CH2:3][N:4]3[CH:9]4[CH2:10][CH2:11][CH:5]3[CH:6]=[C:7]([C:12]3[CH:21]=[CH:20][C:19]5[C:14](=[CH:15][CH:16]=[CH:17][CH:18]=5)[CH:13]=3)[CH2:8]4)[CH:33]=1)[N:30]=[CH:29][CH:28]=[CH:27]2, predict the reactants needed to synthesize it. The reactants are: Cl[CH2:2][CH2:3][N:4]1[CH:9]2[CH2:10][CH2:11][CH:5]1[CH:6]=[C:7]([C:12]1[CH:21]=[CH:20][C:19]3[C:14](=[CH:15][CH:16]=[CH:17][CH:18]=3)[CH:13]=1)[CH2:8]2.[CH3:22][O:23][C:24]1[CH:25]=[C:26]2[C:31](=[C:32]([OH:34])[CH:33]=1)[N:30]=[CH:29][CH:28]=[CH:27]2.[H-].[Na+].CS(C)=O.